From a dataset of Catalyst prediction with 721,799 reactions and 888 catalyst types from USPTO. Predict which catalyst facilitates the given reaction. (1) Reactant: [Br:1][C:2]1[C:9]([CH3:10])=[CH:8][C:5]([C:6]#[N:7])=[CH:4][C:3]=1[CH3:11].Cl.[NH2:13][OH:14].C(N(CC)CC)C. Product: [Br:1][C:2]1[C:3]([CH3:11])=[CH:4][C:5]([C:6]([NH:13][OH:14])=[NH:7])=[CH:8][C:9]=1[CH3:10]. The catalyst class is: 8. (2) Reactant: [CH3:1][C:2]1[CH:7]=[C:6]([N+:8]([O-:10])=[O:9])[C:5]([O:11][CH:12]([CH3:14])[CH3:13])=[CH:4][C:3]=1B1OC(C)(C)C(C)(C)O1.[C:24]([O:28][C:29]([N:31]1[CH2:36][CH:35]=[C:34](OS(C(F)(F)F)(=O)=O)[CH2:33][CH2:32]1)=[O:30])([CH3:27])([CH3:26])[CH3:25].C([O-])([O-])=O.[Cs+].[Cs+]. Product: [C:24]([O:28][C:29]([N:31]1[CH2:32][CH:33]=[C:34]([C:3]2[CH:4]=[C:5]([O:11][CH:12]([CH3:13])[CH3:14])[C:6]([N+:8]([O-:10])=[O:9])=[CH:7][C:2]=2[CH3:1])[CH2:35][CH2:36]1)=[O:30])([CH3:27])([CH3:25])[CH3:26]. The catalyst class is: 108. (3) Product: [Cl:11][C:3]1[CH:4]=[C:5]([CH2:8][O:9][CH3:10])[CH:6]=[CH:7][C:2]=1[C:19]1([OH:21])[CH2:20][O:17][CH2:18]1. The catalyst class is: 1. Reactant: Br[C:2]1[CH:7]=[CH:6][C:5]([CH2:8][O:9][CH3:10])=[CH:4][C:3]=1[Cl:11].[Li]CCCC.[O:17]1[CH2:20][C:19](=[O:21])[CH2:18]1. (4) Reactant: [Li+].CC([N-]C(C)C)C.[CH3:9][C:10]1[N:11]([C@H:16]2[CH2:20][C@@H:19]([C:21]([O:23][CH3:24])=[O:22])[CH:18]=[CH:17]2)[C:12]([CH3:15])=[CH:13][CH:14]=1.FC(F)(F)S(O[CH2:31][CH:32]([F:34])[F:33])(=O)=O.[NH4+].[Cl-]. Product: [F:33][CH:32]([F:34])[CH2:31][C@@:19]1([C:21]([O:23][CH3:24])=[O:22])[CH2:20][C@H:16]([N:11]2[C:10]([CH3:9])=[CH:14][CH:13]=[C:12]2[CH3:15])[CH:17]=[CH:18]1. The catalyst class is: 1.